Predict the reaction yield, written as a fraction of the theoretical maximum amount of product (1.0 means a 100% yield; for example, 0.34 means a 34% yield). From a dataset of Reaction yield outcomes from USPTO patents with 853,638 reactions. (1) The catalyst is C(OCC)(=O)C.O. The yield is 0.710. The product is [Cl:10][C:4]1[CH:3]=[C:2]([NH:1][C:17]([C@H:15]2[CH2:14][CH2:13][C:12](=[O:11])[O:16]2)=[O:18])[CH:9]=[CH:8][C:5]=1[C:6]#[N:7]. The reactants are [NH2:1][C:2]1[CH:9]=[CH:8][C:5]([C:6]#[N:7])=[C:4]([Cl:10])[CH:3]=1.[O:11]=[C:12]1[O:16][C@@H:15]([C:17](O)=[O:18])[CH2:14][CH2:13]1.C(P1(=O)OP(CCC)(=O)OP(CCC)(=O)O1)CC.CCN(C(C)C)C(C)C. (2) The reactants are [Br:1][C:2]1[C:7]([CH2:8][CH2:9][CH2:10][OH:11])=[C:6]([O:12][Si](C(C)(C)C)(C)C)[C:5]([Cl:20])=[C:4]([CH2:21][C:22]2[CH:27]=[CH:26][C:25]([O:28][CH3:29])=[CH:24][CH:23]=2)[CH:3]=1.CCCC[N+](CCCC)(CCCC)CCCC.[F-]. The catalyst is C1COCC1. The product is [Br:1][C:2]1[C:7]([CH2:8][CH2:9][CH2:10][OH:11])=[C:6]([OH:12])[C:5]([Cl:20])=[C:4]([CH2:21][C:22]2[CH:23]=[CH:24][C:25]([O:28][CH3:29])=[CH:26][CH:27]=2)[CH:3]=1. The yield is 0.890. (3) The reactants are [C:1]([C:4]1[CH:5]=[CH:6][C:7]([NH:20][C:21]([CH:23]2[CH2:28][CH2:27][N:26]([CH:29]([CH3:31])[CH3:30])[CH2:25][CH2:24]2)=[O:22])=[C:8]([CH:19]=1)[C:9]([NH:11][C:12]1[CH:17]=[CH:16][C:15]([Cl:18])=[CH:14][N:13]=1)=[O:10])(=O)[CH3:2].C([O-])(=O)C.[Na+].Cl.[NH2:38][OH:39]. The catalyst is CO. The product is [Cl:18][C:15]1[CH:16]=[CH:17][C:12]([NH:11][C:9](=[O:10])[C:8]2[CH:19]=[C:4]([C:1](=[N:38][OH:39])[CH3:2])[CH:5]=[CH:6][C:7]=2[NH:20][C:21]([CH:23]2[CH2:24][CH2:25][N:26]([CH:29]([CH3:30])[CH3:31])[CH2:27][CH2:28]2)=[O:22])=[N:13][CH:14]=1. The yield is 0.850. (4) The reactants are Br[C:2]1[CH:7]=[CH:6][N:5]=[C:4]([Cl:8])[CH:3]=1.[N:9]1([C:15]([O:17][CH2:18][CH:19]([CH3:21])[CH3:20])=[O:16])[CH2:14][CH2:13][NH:12][CH2:11][CH2:10]1.C(O[Na])(C)(C)C. The catalyst is C1(C)C=CC=CC=1.CCOC(C)=O.C1C=CC(/C=C/C(/C=C/C2C=CC=CC=2)=O)=CC=1.C1C=CC(/C=C/C(/C=C/C2C=CC=CC=2)=O)=CC=1.C1C=CC(/C=C/C(/C=C/C2C=CC=CC=2)=O)=CC=1.[Pd].[Pd].CC1(C)C2C(=C(P(C3C=CC=CC=3)C3C=CC=CC=3)C=CC=2)OC2C(P(C3C=CC=CC=3)C3C=CC=CC=3)=CC=CC1=2. The product is [Cl:8][C:4]1[CH:3]=[C:2]([N:12]2[CH2:11][CH2:10][N:9]([C:15]([O:17][CH2:18][CH:19]([CH3:21])[CH3:20])=[O:16])[CH2:14][CH2:13]2)[CH:7]=[CH:6][N:5]=1. The yield is 0.630. (5) The reactants are [CH:1](=[O:5])/[CH:2]=[CH:3]/[CH3:4].[Br:6][Si](C)(C)C.[CH2:11]([OH:14])[CH2:12]O. No catalyst specified. The product is [Br:6][CH:3]([CH3:4])[CH2:2][CH:1]1[O:14][CH2:11][CH2:12][O:5]1. The yield is 0.890. (6) The reactants are [CH2:1]([Sn](CCCC)(CCCC)C=C)[CH2:2]CC.Br[C:17]1[CH:18]=[CH:19][C:20]([NH:23][C:24](=[O:29])[C:25]([CH3:28])([CH3:27])[CH3:26])=[N:21][CH:22]=1. The catalyst is C1(C)C=CC=CC=1.C1C=CC([P]([Pd]([P](C2C=CC=CC=2)(C2C=CC=CC=2)C2C=CC=CC=2)([P](C2C=CC=CC=2)(C2C=CC=CC=2)C2C=CC=CC=2)[P](C2C=CC=CC=2)(C2C=CC=CC=2)C2C=CC=CC=2)(C2C=CC=CC=2)C2C=CC=CC=2)=CC=1. The product is [CH:1]([C:17]1[CH:18]=[CH:19][C:20]([NH:23][C:24](=[O:29])[C:25]([CH3:28])([CH3:27])[CH3:26])=[N:21][CH:22]=1)=[CH2:2]. The yield is 0.800. (7) The reactants are [OH:1][CH2:2][CH2:3][CH2:4][N:5]1[CH:9]=[C:8]([C:10]2[CH:11]=[CH:12][C:13]([NH:21][C:22]3[C:27]([C:28]([F:31])([F:30])[F:29])=[CH:26][N:25]=[C:24]([NH:32][C:33]4[CH:47]=[CH:46][C:36]([CH2:37][P:38](=[O:45])([O:42][CH2:43][CH3:44])[O:39][CH2:40][CH3:41])=[CH:35][C:34]=4[O:48][CH3:49])[N:23]=3)=[C:14]3[C:18]=2[CH2:17][N:16]([CH3:19])[C:15]3=[O:20])[CH:7]=[N:6]1.NC1C=CC(C2C=NN(C[C@H]3COC(C)(C)O3)C=2)=C2C=1C(=[O:60])N(C)C2. No catalyst specified. The product is [CH2:40]([O:39][P:38]([CH2:37][C:36]1[CH:46]=[CH:47][C:33]([NH:32][C:24]2[N:23]=[C:22]([NH:21][C:13]3[CH:12]=[CH:11][C:10]([C:8]4[CH:7]=[N:6][N:5]([CH2:4][C@H:3]([OH:60])[CH2:2][OH:1])[CH:9]=4)=[C:18]4[C:14]=3[C:15](=[O:20])[N:16]([CH3:19])[CH2:17]4)[C:27]([C:28]([F:31])([F:30])[F:29])=[CH:26][N:25]=2)=[C:34]([O:48][CH3:49])[CH:35]=1)(=[O:45])[O:42][CH2:43][CH3:44])[CH3:41]. The yield is 0.480. (8) The reactants are [F:1][C:2]1[CH:7]=[CH:6][C:5]([CH:8]([OH:29])[CH:9]([CH2:15][C:16]2[CH:21]=[CH:20][C:19]([O:22][C:23]3[CH:28]=[CH:27][CH:26]=[CH:25][CH:24]=3)=[CH:18][CH:17]=2)[C:10]([O:12]CC)=[O:11])=[CH:4][CH:3]=1.[OH-].[Na+].Cl. The catalyst is CO. The product is [F:1][C:2]1[CH:3]=[CH:4][C:5]([CH:8]([OH:29])[CH:9]([CH2:15][C:16]2[CH:21]=[CH:20][C:19]([O:22][C:23]3[CH:28]=[CH:27][CH:26]=[CH:25][CH:24]=3)=[CH:18][CH:17]=2)[C:10]([OH:12])=[O:11])=[CH:6][CH:7]=1. The yield is 0.950. (9) The reactants are Br[C:2]1[CH:3]=[N:4][C:5]2[C:10]([CH:11]=1)=[CH:9][CH:8]=[CH:7][CH:6]=2.CNCCNC.[I-:18].[Na+].O. The catalyst is O1CCOCC1. The product is [I:18][C:2]1[CH:3]=[N:4][C:5]2[C:10]([CH:11]=1)=[CH:9][CH:8]=[CH:7][CH:6]=2. The yield is 0.870. (10) The reactants are [CH3:1][O:2][C:3](=[O:39])[CH2:4][CH2:5][N:6]([C:23]1([C:28](=[O:38])[NH:29][O:30]CC2C=CC=CC=2)[CH2:27][CH2:26][CH2:25][CH2:24]1)[S:7]([C:10]1[CH:15]=[CH:14][C:13]([C:16]2[CH:21]=[CH:20][C:19]([F:22])=[CH:18][CH:17]=2)=[CH:12][CH:11]=1)(=[O:9])=[O:8]. The catalyst is CO.[Pd]. The product is [CH3:1][O:2][C:3](=[O:39])[CH2:4][CH2:5][N:6]([S:7]([C:10]1[CH:11]=[CH:12][C:13]([C:16]2[CH:21]=[CH:20][C:19]([F:22])=[CH:18][CH:17]=2)=[CH:14][CH:15]=1)(=[O:9])=[O:8])[C:23]1([C:28](=[O:38])[NH:29][OH:30])[CH2:24][CH2:25][CH2:26][CH2:27]1. The yield is 1.00.